From a dataset of Rat liver microsome stability data. Regression/Classification. Given a drug SMILES string, predict its absorption, distribution, metabolism, or excretion properties. Task type varies by dataset: regression for continuous measurements (e.g., permeability, clearance, half-life) or binary classification for categorical outcomes (e.g., BBB penetration, CYP inhibition). Dataset: rlm. (1) The compound is O=C(c1ccc(-c2ccc(O[C@H]3O[C@H](CO)[C@@H](O)[C@H](O)[C@@H]3O)cc2)cc1)N1CCOCC1. The result is 0 (unstable in rat liver microsomes). (2) The drug is COc1ccc(CNC(=O)c2sc3nc(C)cc(C)c3c2N)cc1. The result is 1 (stable in rat liver microsomes). (3) The drug is Cc1c2c(n3c1CCCN(C)C(=O)[C@H](C)Nc1cc-3ccc1C(N)=O)CC(C)(C)CC2=O. The result is 0 (unstable in rat liver microsomes).